From a dataset of Reaction yield outcomes from USPTO patents with 853,638 reactions. Predict the reaction yield, written as a fraction of the theoretical maximum amount of product (1.0 means a 100% yield; for example, 0.34 means a 34% yield). (1) The reactants are C(N(CC)[C:4]([C:6]1[C:11]2[O:12][C:13]3[C:18]([C:19](N(CC)CC)=[O:20])=[C:17]([CH3:26])[CH:16]=[CH:15][C:14]=3[C:10]=2[CH:9]=[CH:8][C:7]=1[CH3:27])=[O:5])C.O. The catalyst is O1CCCC1.C(OCC)(=O)C. The product is [CH3:26][C:17]1[CH:16]=[CH:15][C:14]2[C:10]3[CH:9]=[CH:8][C:7]([CH3:27])=[C:6]([CH:4]=[O:5])[C:11]=3[O:12][C:13]=2[C:18]=1[CH:19]=[O:20]. The yield is 0.930. (2) The reactants are [C:1]([C@H:5]1[CH2:10][CH2:9][C@H:8]([O:11][C:12]2[C:13]([C:38]([F:41])([F:40])[F:39])=[C:14]3[C:19](=[CH:20][CH:21]=2)[CH2:18][C@@H:17]([C@:22]([NH:30]C(=O)OC(C)(C)C)([CH3:29])[CH2:23][O:24][P:25]([OH:28])([OH:27])=[O:26])[CH2:16][CH2:15]3)[CH2:7][CH2:6]1)([CH3:4])([CH3:3])[CH3:2].FC(F)(F)C(O)=O.C(Cl)Cl. No catalyst specified. The product is [P:25]([OH:27])([OH:28])([O:24][CH2:23][C@:22]([NH2:30])([C@H:17]1[CH2:16][CH2:15][C:14]2[C:19](=[CH:20][CH:21]=[C:12]([O:11][C@H:8]3[CH2:9][CH2:10][C@H:5]([C:1]([CH3:2])([CH3:3])[CH3:4])[CH2:6][CH2:7]3)[C:13]=2[C:38]([F:39])([F:41])[F:40])[CH2:18]1)[CH3:29])=[O:26]. The yield is 0.980.